This data is from Full USPTO retrosynthesis dataset with 1.9M reactions from patents (1976-2016). The task is: Predict the reactants needed to synthesize the given product. (1) Given the product [CH2:36]([O:43][CH2:44][CH2:45][CH2:46][O:16][C:4]1[CH:3]=[C:2]([Cl:1])[CH:7]=[CH:6][C:5]=1[NH:8][C:9](=[O:15])[O:10][C:11]([CH3:13])([CH3:12])[CH3:14])[C:37]1[CH:42]=[CH:41][CH:40]=[CH:39][CH:38]=1, predict the reactants needed to synthesize it. The reactants are: [Cl:1][C:2]1[CH:7]=[CH:6][C:5]([NH:8][C:9](=[O:15])[O:10][C:11]([CH3:14])([CH3:13])[CH3:12])=[C:4]([OH:16])[CH:3]=1.C1(P(C2C=CC=CC=2)C2C=CC=CC=2)C=CC=CC=1.[CH2:36]([O:43][CH2:44][CH2:45][CH2:46]O)[C:37]1[CH:42]=[CH:41][CH:40]=[CH:39][CH:38]=1.CCOC(/N=N/C(OCC)=O)=O. (2) The reactants are: [CH3:1][C:2]1([CH3:29])[C:6]([CH3:8])([CH3:7])[O:5][B:4]([C:9]2[CH:10]=[C:11]([CH:15]=[C:16]3[CH2:21][CH2:20][N:19]([C:22]([O:24][C:25]([CH3:28])([CH3:27])[CH3:26])=[O:23])[CH2:18][CH2:17]3)[CH:12]=[CH:13][CH:14]=2)[O:3]1.N#N.B([O-])[O-].B(O)O.B([O-])[O-]. Given the product [CH3:7][C:6]1([CH3:8])[C:2]([CH3:1])([CH3:29])[O:3][B:4]([C:9]2[CH:10]=[C:11]([CH2:15][CH:16]3[CH2:17][CH2:18][N:19]([C:22]([O:24][C:25]([CH3:28])([CH3:27])[CH3:26])=[O:23])[CH2:20][CH2:21]3)[CH:12]=[CH:13][CH:14]=2)[O:5]1, predict the reactants needed to synthesize it. (3) Given the product [C:11]([O:10][C:8]([N:5]1[CH2:6][CH2:7][C:2]2[N:22]=[C:21]([C:20]([F:25])([F:24])[F:19])[N:23]=[CH:15][C:3]=2[CH2:4]1)=[O:9])([CH3:14])([CH3:12])[CH3:13], predict the reactants needed to synthesize it. The reactants are: O=[C:2]1[CH2:7][CH2:6][N:5]([C:8]([O:10][C:11]([CH3:14])([CH3:13])[CH3:12])=[O:9])[CH2:4][C:3]1=[CH:15]N(C)C.[F:19][C:20]([F:25])([F:24])[C:21]([NH2:23])=[NH:22].